From a dataset of Experimentally validated miRNA-target interactions with 360,000+ pairs, plus equal number of negative samples. Binary Classification. Given a miRNA mature sequence and a target amino acid sequence, predict their likelihood of interaction. (1) The miRNA is hsa-miR-5571-3p with sequence GUCCUAGGAGGCUCCUCUG. The protein sequence of the target gene is MASLLGAYPWPEGLECPALDAELSDGQSPPAVPRPPGDKGSESRIRRPMNAFMVWAKDERKRLAVQNPDLHNAELSKMLGKSWKALTLSQKRPYVDEAERLRLQHMQDYPNYKYRPRRKKQAKRLCKRVDPGFLLSSLSRDQNALPEKRSGSRGALGEKEDRGEYSPGTALPSLRGCYHEGPAGGGGGGTPSSVDTYPYGLPTPPEMSPLDVLEPEQTFFSSPCQEEHGHPRRIPHLPGHPYSPEYAPSPLHCSHPLGSLALGQSPGVSMMSPVPGCPPSPAYYSPATYHPLHSNLQAHL.... Result: 1 (interaction). (2) The miRNA is hsa-miR-3064-3p with sequence UUGCCACACUGCAACACCUUACA. The protein sequence of the target gene is MNAPERQPQPDGGDAPGHEPGGSPQDELDFSILFDYEYLNPNEEEPNAHKVASPPSGPAYPDDVLDYGLKPYSPLASLSGEPPGRFGEPDRVGPQKFLSAAKPAGASGLSPRIEITPSHELIQAVGPLRMRDAGLLVEQPPLAGVAASPRFTLPVPGFEGYREPLCLSPASSGSSASFISDTFSPYTSPCVSPNNGGPDDLCPQFQNIPAHYSPRTSPIMSPRTSLAEDSCLGRHSPVPRPASRSSSPGAKRRHSCAEALVALPPGASPQRSRSPSPQPSSHVAPQDHGSPAGYPPVAGS.... Result: 0 (no interaction). (3) The miRNA is hsa-miR-6513-3p with sequence UCAAGUGUCAUCUGUCCCUAG. The protein sequence of the target gene is MLPCAAGARGRGAMVVLRAGKKTFLPPLCRAFACRGCQLAPERGAERRDTAPSGVSRFCPPRKSCHDWIGPPDKYSNLRPVHFYIPENESPLEQKLRKLRQETQEWNQQFWANQNLTFSKEKEEFIHSRLKTKGLGLRTESGQKATLNAEEMADFYKEFLSKNFQKHMYYNRDWYKRNFAITFFMGKVALERIWNKLKQKQKKRSN. Result: 1 (interaction). (4) The miRNA is hsa-miR-15b-3p with sequence CGAAUCAUUAUUUGCUGCUCUA. The protein sequence of the target gene is MELSYRLFICLLLWGSTELCYPQPLWLLQGGASHPETSVQPVLVECQEATLMVMVSKDLFGTGKLIRAADLTLGPEACEPLVSMDTEDVVRFEVGLHECGNSMQVTDDALVYSTFLLHDPRPVGNLSIVRTNRAEIPIECRYPRQGNVSSQAILPTWLPFRTTVFSEEKLTFSLRLMEENWNAEKRSPTFHLGDAAHLQAEIHTGSHVPLRLFVDHCVATPTPDQNASPYHTIVDFHGCLVDGLTDASSAFKVPRPGPDTLQFTVDVFHFANDSRNMIYITCHLKVTLAEQDPDELNKAC.... Result: 0 (no interaction). (5) The miRNA is hsa-miR-4457 with sequence UCACAAGGUAUUGACUGGCGUA. The protein sequence of the target gene is MKVLATSFVLGSLGLAFYLPLVVTTPKTLAIPEKLQEAVGKVIINATTCTVTCGLGYKEETVCEVGPDGVRRKCQTRRLECLTNWICGMLHFTILIGKEFELSCLSSDILEFGQEAFRFTWRLARGVISTDDEVFKPFQANSHFVKFKYAQEYDSGTYRCDVQLVKNLRLVKRLYFGLRVLPPNLVNLNFHQSLTEDQKLIDEGLEVNLDSYSKPHHPKWKKKVASALGIGIAIGVVGGVLVRIVLCALRGGLQQ. Result: 1 (interaction). (6) The miRNA is rno-miR-1-3p with sequence UGGAAUGUAAAGAAGUGUGUAU. The protein sequence of the target gene is MRRDSDMASHIQQPGGHGNPGPAPSPSPGPGPGPGASERVALKKEIGLVSACTIIIGNIIGSGIFISPKGVLEHSGSVGLALFVWVLGGGVTALGSLCYAELGVAIPKSGGDYAYVTEIFGGLAGFLLLWSAVLIMYPTSLAVISMTFSNYVLQPVFPNCIPPATASRVLSMACLMLLTWVNSSSVRWATRIQVIFTGGKLLALSLIITVGFVQIFQGHFEELRPTNAFAFWMTPSVGHLALAFLQGSFAFSGWNFLNYVTEELVDPRKNLPRAIFISIPLVTFVYTFTNVAYFTAMSPQ.... Result: 0 (no interaction). (7) The miRNA is hsa-miR-143-3p with sequence UGAGAUGAAGCACUGUAGCUC. The protein sequence of the target gene is MQFPHPGPAAAPAVGVPLYAPTPLLQPAHPTPFYIDDILGRGPAAPTPTPTLPSPNSSFTSLVSSYRTPVYEPTPVHPAFSHHPAAALAAAYGPSGFGGPLYPFPRTVNDYTHALLRHDPLGKPLLWSPFLQRPLHKRKGGQVRFSNDQTVELEKKFETQKYLSPPERKRLAKMLQLSERQVKTWFQNRRAKWRRLKQENPQSNKKDALDSLDTSCEQGQDLPSEQNKGASLDRSQCSPSPASQEDPDSEISEDSDQEVDIEGDKGYFNAG. Result: 0 (no interaction).